From a dataset of Catalyst prediction with 721,799 reactions and 888 catalyst types from USPTO. Predict which catalyst facilitates the given reaction. (1) Product: [CH3:22][C:18]1([CH3:23])[C:19](=[O:20])[C:6]2[CH:7]=[CH:8][CH:9]=[C:10]3[C:5]=2[N:4]2[C:17](=[N:1][CH:2]=[C:3]12)[C:16]1[CH:15]=[CH:14][CH:13]=[CH:12][C:11]=13. Reactant: [N:1]1[CH:2]=[C:3]([C:18]([CH3:23])([CH3:22])[C:19](Cl)=[O:20])[N:4]2[C:17]=1[C:16]1[CH:15]=[CH:14][CH:13]=[CH:12][C:11]=1[C:10]1[CH:9]=[CH:8][CH:7]=[CH:6][C:5]2=1.[Cl-].[Al+3].[Cl-].[Cl-]. The catalyst class is: 4. (2) Reactant: CS(O[CH2:6][C:7]1[O:11][N:10]=[C:9]([CH3:12])[C:8]=1[C:13]1[C:14]([C:19](=[O:27])[C:20]2[CH:25]=[CH:24][C:23]([Cl:26])=[CH:22][CH:21]=2)=[N:15][N:16]([CH3:18])[CH:17]=1)(=O)=O.[N-:28]=[N+:29]=[N-:30].[Na+]. Product: [N:28]([CH2:6][C:7]1[O:11][N:10]=[C:9]([CH3:12])[C:8]=1[C:13]1[C:14]([C:19]([C:20]2[CH:25]=[CH:24][C:23]([Cl:26])=[CH:22][CH:21]=2)=[O:27])=[N:15][N:16]([CH3:18])[CH:17]=1)=[N+:29]=[N-:30]. The catalyst class is: 9. (3) Reactant: O[CH:2]([C:10]1[CH:15]=[C:14]([CH3:16])[CH:13]=[CH:12][N:11]=1)[C:3](=[CH2:9])[C:4]([O:6][CH2:7][CH3:8])=[O:5]. Product: [CH3:16][C:14]1[CH:13]=[CH:12][N:11]2[C:10]([CH:15]=1)=[CH:2][C:3]([C:4]([O:6][CH2:7][CH3:8])=[O:5])=[CH:9]2. The catalyst class is: 152. (4) Reactant: [Cl:1][C:2]1[C:6]([Cl:7])=[C:5]([CH3:8])[NH:4][C:3]=1[C:9]([OH:11])=O.CN(C(ON1N=NC2C=CC=NC1=2)=[N+](C)C)C.F[P-](F)(F)(F)(F)F.C1C=NC2N(O)N=NC=2C=1.CCN(C(C)C)C(C)C.Cl.[NH2:56][C@H:57]1[CH2:62][CH2:61][N:60]([C:63]([O:65][CH2:66][CH3:67])=[O:64])[CH2:59][C@H:58]1[O:68][CH3:69]. Product: [Cl:1][C:2]1[C:6]([Cl:7])=[C:5]([CH3:8])[NH:4][C:3]=1[C:9]([NH:56][C@H:57]1[CH2:62][CH2:61][N:60]([C:63]([O:65][CH2:66][CH3:67])=[O:64])[CH2:59][C@H:58]1[O:68][CH3:69])=[O:11]. The catalyst class is: 31.